Predict the product of the given reaction. From a dataset of Forward reaction prediction with 1.9M reactions from USPTO patents (1976-2016). Given the reactants [CH3:1][O:2][C:3]1[CH:8]=[CH:7][C:6]([O:9][CH3:10])=[CH:5][C:4]=1[CH2:11][C:12]([OH:14])=[O:13].S(=O)(=O)(O)O.[CH3:20]O, predict the reaction product. The product is: [CH3:1][O:2][C:3]1[CH:8]=[CH:7][C:6]([O:9][CH3:10])=[CH:5][C:4]=1[CH2:11][C:12]([O:14][CH3:20])=[O:13].